Predict the product of the given reaction. From a dataset of Forward reaction prediction with 1.9M reactions from USPTO patents (1976-2016). Given the reactants [C:1]([C:5]1[CH:9]=[C:8]([NH:10][C:11]([NH:13][C@@H:14]2[C:23]3[C:18](=[CH:19][CH:20]=[CH:21][CH:22]=3)[C@H:17]([O:24][C:25]3[CH:26]=[CH:27][C:28]4[N:29]([C:31]([N:34]5[CH2:39][CH2:38][CH2:37][CH2:36][C@@H:35]5[CH3:40])=[N:32][N:33]=4)[CH:30]=3)[CH2:16][CH2:15]2)=[O:12])[N:7]([C:41]2[CH:42]=[C:43]([CH2:47][CH2:48][O:49]S(C)(=O)=O)[CH:44]=[CH:45][CH:46]=2)[N:6]=1)([CH3:4])([CH3:3])[CH3:2].[CH3:54][NH:55][CH3:56].C1C[O:60]CC1, predict the reaction product. The product is: [CH:48]([OH:49])=[O:60].[C:1]([C:5]1[CH:9]=[C:8]([NH:10][C:11]([NH:13][C@@H:14]2[C:23]3[C:18](=[CH:19][CH:20]=[CH:21][CH:22]=3)[C@H:17]([O:24][C:25]3[CH:26]=[CH:27][C:28]4[N:29]([C:31]([N:34]5[CH2:39][CH2:38][CH2:37][CH2:36][C@@H:35]5[CH3:40])=[N:32][N:33]=4)[CH:30]=3)[CH2:16][CH2:15]2)=[O:12])[N:7]([C:41]2[CH:46]=[CH:45][CH:44]=[C:43]([CH2:47][CH2:48][N:55]([CH3:56])[CH3:54])[CH:42]=2)[N:6]=1)([CH3:2])([CH3:4])[CH3:3].